From a dataset of CYP2C19 inhibition data for predicting drug metabolism from PubChem BioAssay. Regression/Classification. Given a drug SMILES string, predict its absorption, distribution, metabolism, or excretion properties. Task type varies by dataset: regression for continuous measurements (e.g., permeability, clearance, half-life) or binary classification for categorical outcomes (e.g., BBB penetration, CYP inhibition). Dataset: cyp2c19_veith. (1) The drug is O=c1cc(N2CCN(c3cccc(Cl)c3)CC2)[nH]c(=O)n1C1CCCCC1. The result is 1 (inhibitor). (2) The compound is COc1cc([C@@H](O)CN)ccc1O. The result is 0 (non-inhibitor).